This data is from Reaction yield outcomes from USPTO patents with 853,638 reactions. The task is: Predict the reaction yield, written as a fraction of the theoretical maximum amount of product (1.0 means a 100% yield; for example, 0.34 means a 34% yield). (1) The reactants are O1CCCC1.[NH2:6][C:7]1[C:12]([C:13]2[O:17][N:16]=[C:15]([CH2:18][C:19]3[CH:24]=[CH:23][C:22]([OH:25])=[CH:21][CH:20]=3)[CH:14]=2)=[CH:11][CH:10]=[C:9]([NH2:26])[N:8]=1.[OH-].[Na+].Cl[CH2:30][C:31]1[CH:36]=[CH:35][C:34]([F:37])=[CH:33][N:32]=1. The catalyst is CN(C)C=O. The product is [F:37][C:34]1[CH:35]=[CH:36][C:31]([CH2:30][O:25][C:22]2[CH:23]=[CH:24][C:19]([CH2:18][C:15]3[CH:14]=[C:13]([C:12]4[C:7]([NH2:6])=[N:8][C:9]([NH2:26])=[CH:10][CH:11]=4)[O:17][N:16]=3)=[CH:20][CH:21]=2)=[N:32][CH:33]=1. The yield is 0.670. (2) The reactants are [O:1]=[C:2]1[N:7]([CH2:8][C:9]([OH:11])=O)[N:6]=[N:5][C:4]2[CH:12]=[CH:13][CH:14]=[CH:15][C:3]1=2.[NH2:16][CH2:17][CH2:18][C:19]1[CH:24]=[CH:23][C:22]([OH:25])=[CH:21][CH:20]=1. No catalyst specified. The product is [OH:25][C:22]1[CH:23]=[CH:24][C:19]([CH2:18][CH2:17][NH:16][C:9](=[O:11])[CH2:8][N:7]2[C:2](=[O:1])[C:3]3[CH:15]=[CH:14][CH:13]=[CH:12][C:4]=3[N:5]=[N:6]2)=[CH:20][CH:21]=1. The yield is 0.680. (3) The reactants are [C:1]([N:8]1[CH2:12][C@@H:11]([NH:13][CH:14]2[CH2:19][CH2:18][C:17]([CH3:21])([CH3:20])[CH2:16][CH2:15]2)[CH2:10][C@H:9]1[C:22]([O:24][CH3:25])=[O:23])([O:3][C:4]([CH3:7])([CH3:6])[CH3:5])=[O:2].[CH3:26][C:27](OC(C)=O)=[O:28]. The catalyst is N1C=CC=CC=1. The product is [C:1]([N:8]1[CH2:12][C@@H:11]([N:13]([C:27](=[O:28])[CH3:26])[CH:14]2[CH2:19][CH2:18][C:17]([CH3:20])([CH3:21])[CH2:16][CH2:15]2)[CH2:10][C@H:9]1[C:22]([O:24][CH3:25])=[O:23])([O:3][C:4]([CH3:7])([CH3:6])[CH3:5])=[O:2]. The yield is 0.870. (4) The reactants are [CH3:1][O:2][C:3]1[CH:20]=[CH:19][CH:18]=[C:17]([O:21][CH3:22])[C:4]=1[CH2:5][NH:6][C:7]([NH:9][C:10]1[CH:15]=[CH:14][C:13](I)=[CH:12][N:11]=1)=[NH:8].[Br-].[CH2:24]([Zn+])[C:25]1[CH:30]=[CH:29][CH:28]=[CH:27][CH:26]=1.C([O-])(=O)C. The catalyst is [Pd]. The product is [CH2:24]([C:13]1[CH:14]=[CH:15][C:10]([NH:9][C:7]([NH:6][CH2:5][C:4]2[C:3]([O:2][CH3:1])=[CH:20][CH:19]=[CH:18][C:17]=2[O:21][CH3:22])=[NH:8])=[N:11][CH:12]=1)[C:25]1[CH:30]=[CH:29][CH:28]=[CH:27][CH:26]=1. The yield is 0.230. (5) The reactants are C(O[C:6]([N:8]([CH3:39])[C@H:9]([CH2:23][O:24][C:25](=[O:38])[NH:26][C:27]1[N:28]=[CH:29][C:30]2[C:35]([CH:36]=1)=[CH:34][C:33]([F:37])=[CH:32][CH:31]=2)[CH2:10][C:11]1[N:12]=[CH:13][N:14](C(OC(C)(C)C)=O)[CH:15]=1)=[O:7])(C)(C)C.Cl.CCN(C(C)C)C(C)C.[Cl:50][C:51]1[C:70]([F:71])=[CH:69][CH:68]=[CH:67][C:52]=1[CH2:53][NH:54]C(=O)OC1C=CC([N+]([O-])=O)=CC=1. The catalyst is C1COCC1. The product is [F:37][C:33]1[CH:32]=[C:31]2[C:30](=[CH:35][CH:34]=1)[CH:29]=[N:28][C:27]([NH:26][C:25](=[O:38])[O:24][CH2:23][C@@H:9]([N:8]([CH3:39])[C:6]([NH:54][CH2:53][C:52]1[CH:67]=[CH:68][CH:69]=[C:70]([F:71])[C:51]=1[Cl:50])=[O:7])[CH2:10][C:11]1[N:12]=[CH:13][NH:14][CH:15]=1)=[CH:36]2. The yield is 0.130. (6) The reactants are Br[C:2]1[CH:3]=[C:4]2[C:9](=[CH:10][CH:11]=1)[N:8]=[CH:7][C:6]([N+:12]([O-:14])=[O:13])=[C:5]2[CH2:15][C:16]1[CH:21]=[CH:20][C:19]([C:22]([CH3:26])([CH3:25])[C:23]#[N:24])=[CH:18][CH:17]=1.[CH3:27][N:28]1[CH2:33][CH2:32][NH:31][CH2:30][CH2:29]1.C([O-])([O-])=O.[Cs+].[Cs+].C1C=CC(P(C2C(C3C(P(C4C=CC=CC=4)C4C=CC=CC=4)=CC=C4C=3C=CC=C4)=C3C(C=CC=C3)=CC=2)C2C=CC=CC=2)=CC=1. The catalyst is CN(C=O)C.O.C1C=CC(/C=C/C(/C=C/C2C=CC=CC=2)=O)=CC=1.C1C=CC(/C=C/C(/C=C/C2C=CC=CC=2)=O)=CC=1.C1C=CC(/C=C/C(/C=C/C2C=CC=CC=2)=O)=CC=1.[Pd].[Pd]. The product is [CH3:25][C:22]([C:19]1[CH:18]=[CH:17][C:16]([CH2:15][C:5]2[C:4]3[C:9](=[CH:10][CH:11]=[C:2]([N:31]4[CH2:32][CH2:33][N:28]([CH3:27])[CH2:29][CH2:30]4)[CH:3]=3)[N:8]=[CH:7][C:6]=2[N+:12]([O-:14])=[O:13])=[CH:21][CH:20]=1)([CH3:26])[C:23]#[N:24].[CH3:27][N:28]([CH3:29])[C:2]1[CH:3]=[C:4]2[C:9](=[CH:10][CH:11]=1)[N:8]=[CH:7][C:6]([N+:12]([O-:14])=[O:13])=[C:5]2[CH2:15][C:16]1[CH:21]=[CH:20][C:19]([C:22]([CH3:26])([CH3:25])[C:23]#[N:24])=[CH:18][CH:17]=1. The yield is 0.320. (7) The reactants are [Cl:1][C:2]1([O:22][CH3:23])[CH:7]=[C:6]([O:8][CH3:9])[N:5]=[C:4]([C:10]([CH2:12][C:13]([NH:15][C:16]2[CH:21]=[CH:20][CH:19]=[CH:18][CH:17]=2)=[O:14])=[O:11])[NH:3]1.[BH4-].[Na+].[Cl-].[NH4+]. The catalyst is C(O)C. The product is [Cl:1][C:2]1([O:22][CH3:23])[CH:7]=[C:6]([O:8][CH3:9])[N:5]=[C:4]([CH:10]([OH:11])[CH2:12][C:13]([NH:15][C:16]2[CH:21]=[CH:20][CH:19]=[CH:18][CH:17]=2)=[O:14])[NH:3]1. The yield is 0.680. (8) The reactants are [Cl:1][C:2]1[S:6][C:5]([C:7]([OH:9])=O)=[CH:4][CH:3]=1.[CH2:10]([O:12][CH:13]([O:16][CH2:17][CH3:18])[CH2:14][NH2:15])[CH3:11].Cl.CN(C)CCCN=C=NCC. The catalyst is ClCCl. The product is [CH2:10]([O:12][CH:13]([O:16][CH2:17][CH3:18])[CH2:14][NH:15][C:7]([C:5]1[S:6][C:2]([Cl:1])=[CH:3][CH:4]=1)=[O:9])[CH3:11]. The yield is 0.650.